Dataset: Full USPTO retrosynthesis dataset with 1.9M reactions from patents (1976-2016). Task: Predict the reactants needed to synthesize the given product. (1) The reactants are: [NH2:1][CH2:2][C:3]([OH:5])=[O:4].[OH-].[Na+].[C:8](Cl)(=[O:12])[C:9]([CH3:11])=[CH2:10].Cl. Given the product [C:8]([NH:1][CH2:2][C:3]([OH:5])=[O:4])(=[O:12])[C:9]([CH3:11])=[CH2:10], predict the reactants needed to synthesize it. (2) Given the product [CH:1]1([C:4]([C:6]2[C:14]3[C:9](=[CH:10][CH:11]=[CH:12][CH:13]=3)[N:8]([CH2:22][C:23]([O:25][C:26]([CH3:29])([CH3:28])[CH3:27])=[O:24])[CH:7]=2)=[O:5])[CH2:2][CH2:3]1, predict the reactants needed to synthesize it. The reactants are: [CH:1]1([C:4]([C:6]2[C:14]3[C:9](=[CH:10][CH:11]=[CH:12][CH:13]=3)[NH:8][CH:7]=2)=[O:5])[CH2:3][CH2:2]1.C(=O)([O-])[O-].[K+].[K+].Br[CH2:22][C:23]([O:25][C:26]([CH3:29])([CH3:28])[CH3:27])=[O:24].